Dataset: NCI-60 drug combinations with 297,098 pairs across 59 cell lines. Task: Regression. Given two drug SMILES strings and cell line genomic features, predict the synergy score measuring deviation from expected non-interaction effect. (1) Drug 1: C1=CC(=CC=C1CC(C(=O)O)N)N(CCCl)CCCl.Cl. Drug 2: CCCCC(=O)OCC(=O)C1(CC(C2=C(C1)C(=C3C(=C2O)C(=O)C4=C(C3=O)C=CC=C4OC)O)OC5CC(C(C(O5)C)O)NC(=O)C(F)(F)F)O. Cell line: SF-268. Synergy scores: CSS=14.9, Synergy_ZIP=-5.30, Synergy_Bliss=-1.02, Synergy_Loewe=-2.87, Synergy_HSA=-4.40. (2) Drug 1: CN(C(=O)NC(C=O)C(C(C(CO)O)O)O)N=O. Drug 2: CC1C(C(CC(O1)OC2CC(CC3=C2C(=C4C(=C3O)C(=O)C5=CC=CC=C5C4=O)O)(C(=O)C)O)N)O. Cell line: NCIH23. Synergy scores: CSS=38.0, Synergy_ZIP=-2.49, Synergy_Bliss=-4.73, Synergy_Loewe=-4.06, Synergy_HSA=-3.21. (3) Drug 1: CC=C1C(=O)NC(C(=O)OC2CC(=O)NC(C(=O)NC(CSSCCC=C2)C(=O)N1)C(C)C)C(C)C. Cell line: SK-MEL-2. Drug 2: C(CN)CNCCSP(=O)(O)O. Synergy scores: CSS=69.3, Synergy_ZIP=-3.90, Synergy_Bliss=-16.4, Synergy_Loewe=-65.5, Synergy_HSA=-17.5. (4) Drug 1: C1=CN(C(=O)N=C1N)C2C(C(C(O2)CO)O)O.Cl. Drug 2: C(CCl)NC(=O)N(CCCl)N=O. Cell line: HS 578T. Synergy scores: CSS=18.6, Synergy_ZIP=-1.34, Synergy_Bliss=-0.206, Synergy_Loewe=4.77, Synergy_HSA=5.40. (5) Drug 1: CC1=C(C=C(C=C1)NC2=NC=CC(=N2)N(C)C3=CC4=NN(C(=C4C=C3)C)C)S(=O)(=O)N.Cl. Drug 2: C1CN1P(=S)(N2CC2)N3CC3. Cell line: NCI-H460. Synergy scores: CSS=-5.37, Synergy_ZIP=-12.9, Synergy_Bliss=-19.0, Synergy_Loewe=-45.7, Synergy_HSA=-21.3. (6) Drug 1: CCCS(=O)(=O)NC1=C(C(=C(C=C1)F)C(=O)C2=CNC3=C2C=C(C=N3)C4=CC=C(C=C4)Cl)F. Drug 2: CNC(=O)C1=CC=CC=C1SC2=CC3=C(C=C2)C(=NN3)C=CC4=CC=CC=N4. Cell line: UO-31. Synergy scores: CSS=7.66, Synergy_ZIP=-2.01, Synergy_Bliss=0.610, Synergy_Loewe=0.593, Synergy_HSA=0.0124.